Dataset: Full USPTO retrosynthesis dataset with 1.9M reactions from patents (1976-2016). Task: Predict the reactants needed to synthesize the given product. (1) Given the product [OH:3][C:2]1[N:4]=[CH:8][C:7]2[C:10](=[CH:11][C:12]([Cl:14])=[CH:13][CH:6]=2)[N:1]=1, predict the reactants needed to synthesize it. The reactants are: [NH2:1][C:2]([NH2:4])=[O:3].N[C:6]1[CH:13]=[C:12]([Cl:14])[CH:11]=[CH:10][C:7]=1[CH:8]=O. (2) The reactants are: [Na].[CH2:2]([N:9]1[C:13](=[O:14])/[C:12](=[C:15](/[NH:17][CH2:18][C:19]2[CH:24]=[CH:23][CH:22]=[CH:21][N:20]=2)\[CH3:16])/[C:11]([CH2:25][C:26]([O:28]C)=O)=[N:10]1)[C:3]1[CH:8]=[CH:7][CH:6]=[CH:5][CH:4]=1.Cl. Given the product [CH2:2]([N:9]1[C:13](=[O:14])[C:12]2=[C:15]([CH3:16])[N:17]([CH2:18][C:19]3[CH:24]=[CH:23][CH:22]=[CH:21][N:20]=3)[C:26](=[O:28])[CH:25]=[C:11]2[NH:10]1)[C:3]1[CH:8]=[CH:7][CH:6]=[CH:5][CH:4]=1, predict the reactants needed to synthesize it. (3) The reactants are: C1(N)C(F)=C(F)C(F)=C(N)C=1F.[ClH:13].Cl.[NH2:15][CH:16]1[CH2:21][CH2:20][N:19]([CH2:22][CH:23]2[C:33]3=[C:34]4[C:29](=[CH:30][CH:31]=[CH:32]3)[CH:28]=[CH:27][C:26](=[O:35])[N:25]4[CH2:24]2)[CH2:18][CH2:17]1.C(N(CC)CC)C.[O:43]=[C:44]1[CH2:49][S:48][C:47]2[CH:50]=[CH:51][C:52]([CH:54]=O)=[N:53][C:46]=2[NH:45]1.C(O[BH-](OC(=O)C)OC(=O)C)(=O)C.[Na+]. Given the product [ClH:13].[O:43]=[C:44]1[CH2:49][S:48][C:47]2[CH:50]=[CH:51][C:52]([CH2:54][NH:15][CH:16]3[CH2:21][CH2:20][N:19]([CH2:22][CH:23]4[C:33]5=[C:34]6[C:29](=[CH:30][CH:31]=[CH:32]5)[CH:28]=[CH:27][C:26](=[O:35])[N:25]6[CH2:24]4)[CH2:18][CH2:17]3)=[N:53][C:46]=2[NH:45]1, predict the reactants needed to synthesize it. (4) Given the product [C:1]([O:5][C:6]([C:8]1([S:14]([N:17]2[CH2:22][CH2:21][CH:20]([O:23][CH2:27][CH2:28][CH2:29][CH2:30][CH2:31][CH2:32][CH3:33])[CH2:19][CH2:18]2)(=[O:16])=[O:15])[CH2:13][CH2:12][O:11][CH2:10][CH2:9]1)=[O:7])([CH3:4])([CH3:2])[CH3:3], predict the reactants needed to synthesize it. The reactants are: [C:1]([O:5][C:6]([C:8]1([S:14]([N:17]2[CH2:22][CH2:21][CH:20]([OH:23])[CH2:19][CH2:18]2)(=[O:16])=[O:15])[CH2:13][CH2:12][O:11][CH2:10][CH2:9]1)=[O:7])([CH3:4])([CH3:3])[CH3:2].[H-].[Na+].I[CH2:27][CH2:28][CH2:29][CH2:30][CH2:31][CH2:32][CH3:33]. (5) The reactants are: [F:1][C:2]1[C:3]([CH3:12])=[CH:4][C:5]([N+:9]([O-:11])=[O:10])=[C:6]([OH:8])[CH:7]=1.[C:13]([O-])([O-])=O.[K+].[K+].IC.O. Given the product [CH3:13][O:8][C:6]1[CH:7]=[C:2]([F:1])[C:3]([CH3:12])=[CH:4][C:5]=1[N+:9]([O-:11])=[O:10], predict the reactants needed to synthesize it.